This data is from Full USPTO retrosynthesis dataset with 1.9M reactions from patents (1976-2016). The task is: Predict the reactants needed to synthesize the given product. (1) Given the product [ClH:15].[CH2:11]([N:10]1[C:9]2[CH:8]=[CH:7][C:4]([C:5]#[N:6])=[CH:3][C:2]=2[N:1]=[C:17]1[CH2:16][Cl:15])[CH2:12][CH3:13], predict the reactants needed to synthesize it. The reactants are: [NH2:1][C:2]1[CH:3]=[C:4]([CH:7]=[CH:8][C:9]=1[NH:10][CH2:11][CH2:12][CH3:13])[C:5]#[N:6].Cl.[Cl:15][CH2:16][C:17](=N)OCC. (2) Given the product [I:11][C:8]1[S:9][C:10]2[CH:2]=[CH:3][C:4]([O:29][CH3:26])=[CH:5][C:6]=2[N:7]=1, predict the reactants needed to synthesize it. The reactants are: F[C:2]1[C:10]2[S:9][C:8]([I:11])=[N:7][C:6]=2[CH:5]=[CH:4][CH:3]=1.FC1C(F)=CC=CC=1N.ClC1C=C[C:26]([O:29]C)=CC=1N.